Dataset: Full USPTO retrosynthesis dataset with 1.9M reactions from patents (1976-2016). Task: Predict the reactants needed to synthesize the given product. (1) Given the product [N:8]1[CH:13]=[CH:12][CH:11]=[C:10]([S:14]([N:1]2[CH2:5][CH2:4][CH2:3][C@H:2]2[CH2:6][OH:7])(=[O:16])=[O:15])[CH:9]=1, predict the reactants needed to synthesize it. The reactants are: [NH:1]1[CH2:5][CH2:4][CH2:3][C@H:2]1[CH2:6][OH:7].[N:8]1[CH:13]=[CH:12][CH:11]=[C:10]([S:14](Cl)(=[O:16])=[O:15])[CH:9]=1. (2) Given the product [Cl:6][C:7]1[CH:8]=[CH:9][C:10]2[O:27][C:35]([CH3:41])([CH3:40])[C:36](=[O:37])[N:13]([CH:14]3[CH2:19][CH2:18][N:17]([C:20]([O:22][C:23]([CH3:24])([CH3:26])[CH3:25])=[O:21])[CH2:16][CH2:15]3)[C:11]=2[CH:12]=1, predict the reactants needed to synthesize it. The reactants are: CN(C)C=O.[Cl:6][C:7]1[CH:8]=[CH:9][C:10]([OH:27])=[C:11]([NH:13][CH:14]2[CH2:19][CH2:18][N:17]([C:20]([O:22][C:23]([CH3:26])([CH3:25])[CH3:24])=[O:21])[CH2:16][CH2:15]2)[CH:12]=1.C(=O)([O-])[O-].[Cs+].[Cs+].Br[C:35]([CH3:41])([CH3:40])[C:36](OC)=[O:37]. (3) Given the product [Cl:24][C:21]1[C:20]([C:25]([F:28])([F:26])[F:27])=[N:19][N:18]([CH2:17][C:16]([N:12]2[CH2:13][CH:14]3[CH:10]([CH2:9][NH:8][CH2:15]3)[CH2:11]2)=[O:29])[C:22]=1[CH3:23], predict the reactants needed to synthesize it. The reactants are: C(OC([N:8]1[CH2:15][CH:14]2[CH:10]([CH2:11][N:12]([C:16](=[O:29])[CH2:17][N:18]3[C:22]([CH3:23])=[C:21]([Cl:24])[C:20]([C:25]([F:28])([F:27])[F:26])=[N:19]3)[CH2:13]2)[CH2:9]1)=O)(C)(C)C.FC(F)(F)C(O)=O.